Dataset: Forward reaction prediction with 1.9M reactions from USPTO patents (1976-2016). Task: Predict the product of the given reaction. (1) Given the reactants [N+:1]([C:4]1[CH:9]=[CH:8][C:7]([NH:10][CH2:11][CH2:12][N:13]2[CH:17]=[CH:16][CH:15]=[N:14]2)=[CH:6][CH:5]=1)([O-:3])=[O:2].[C:18](O[C:18]([O:20][C:21]([CH3:24])([CH3:23])[CH3:22])=[O:19])([O:20][C:21]([CH3:24])([CH3:23])[CH3:22])=[O:19], predict the reaction product. The product is: [N+:1]([C:4]1[CH:9]=[CH:8][C:7]([N:10]([CH2:11][CH2:12][N:13]2[CH:17]=[CH:16][CH:15]=[N:14]2)[C:18](=[O:19])[O:20][C:21]([CH3:24])([CH3:23])[CH3:22])=[CH:6][CH:5]=1)([O-:3])=[O:2]. (2) Given the reactants BrCC1CC1(F)F.Br[CH2:9][CH2:10][CH2:11][C:12]([F:15])([F:14])[F:13].[CH3:16][C:17]1[N:18]=[C:19]([N:27]2[CH2:31][CH2:30][NH:29][C:28]2=[O:32])[S:20][C:21]=1[C:22]([O:24][CH2:25][CH3:26])=[O:23], predict the reaction product. The product is: [CH3:16][C:17]1[N:18]=[C:19]([N:27]2[CH2:31][CH2:30][N:29]([CH2:9][CH2:10][CH2:11][C:12]([F:15])([F:14])[F:13])[C:28]2=[O:32])[S:20][C:21]=1[C:22]([O:24][CH2:25][CH3:26])=[O:23]. (3) Given the reactants [F:1][C:2]1[CH:7]=[CH:6][C:5]([CH3:8])=[CH:4][C:3]=1[CH2:9][CH2:10][OH:11].COC(=O)C1C=CC(OC)=C([O:23][CH2:24][CH2:25][C:26]2[CH:31]=[C:30](C)[CH:29]=[CH:28][C:27]=2F)C=1.[C:48]1(P([C:48]2[CH:53]=[CH:52][CH:51]=[CH:50][CH:49]=2)[C:48]2[CH:53]=[CH:52][CH:51]=[CH:50][CH:49]=2)[CH:53]=[CH:52][CH:51]=[CH:50][CH:49]=1.CO[C:56](=[O:66])C1C=CC(OC)=C(O)C=1.CC([O:70][C:71](/[N:73]=N/C(OC(C)C)=O)=O)C.C1C[O:84]CC1, predict the reaction product. The product is: [F:1][C:2]1[CH:7]=[CH:6][C:5]([CH3:8])=[CH:4][C:3]=1[CH2:9][CH2:10][O:11][C:53]1[CH:52]=[C:51]([CH:50]=[CH:49][C:48]=1[O:66][CH3:56])[C:71]([NH:73][C:25]1([C:24]([OH:23])=[O:84])[CH2:26][CH2:31][CH2:30][CH2:29][CH2:28][CH2:27]1)=[O:70].